Predict the product of the given reaction. From a dataset of Forward reaction prediction with 1.9M reactions from USPTO patents (1976-2016). (1) Given the reactants O=[C:2]1[CH2:7][CH2:6][CH:5]([NH:8][C:9](=[O:18])[O:10][CH2:11][C:12]2[CH:17]=[CH:16][CH:15]=[CH:14][CH:13]=2)[CH2:4][CH2:3]1.C1(P(=[CH:38][C:39]([O:41][CH3:42])=[O:40])(C2C=CC=CC=2)C2C=CC=CC=2)C=CC=CC=1, predict the reaction product. The product is: [CH2:11]([O:10][C:9]([NH:8][CH:5]1[CH2:6][CH2:7][C:2](=[CH:38][C:39]([O:41][CH3:42])=[O:40])[CH2:3][CH2:4]1)=[O:18])[C:12]1[CH:17]=[CH:16][CH:15]=[CH:14][CH:13]=1. (2) The product is: [C:11]([O:10][C:9](=[O:15])[NH:8][CH2:7][CH:3]1[O:4][CH2:5][CH2:6][N:1]([C:17]2[CH:22]=[CH:21][C:20]([C:23]([F:26])([F:25])[F:24])=[CH:19][CH:18]=2)[CH2:2]1)([CH3:12])([CH3:14])[CH3:13]. Given the reactants [NH:1]1[CH2:6][CH2:5][O:4][CH:3]([CH2:7][NH:8][C:9](=[O:15])[O:10][C:11]([CH3:14])([CH3:13])[CH3:12])[CH2:2]1.Br[C:17]1[CH:22]=[CH:21][C:20]([C:23]([F:26])([F:25])[F:24])=[CH:19][CH:18]=1.CC(C1C=C(C(C)C)C(C2C=CC=CC=2P(C2CCCCC2)C2CCCCC2)=C(C(C)C)C=1)C.CC(C)([O-])C.[Na+], predict the reaction product. (3) Given the reactants [S:1]1[C:5]2[CH:6]=[C:7]([C:10](OC)=O)[CH:8]=[CH:9][C:4]=2[N:3]=[CH:2]1.Cl.S1C2C=C[N:20]=CC=2C=C1CN, predict the reaction product. The product is: [S:1]1[C:5]2[CH:6]=[C:7]([CH2:10][NH2:20])[CH:8]=[CH:9][C:4]=2[N:3]=[CH:2]1. (4) Given the reactants [CH2:1]([O:3][CH2:4][CH2:5][O:6][C:7]1[C:32]([O:33][CH3:34])=[CH:31][C:10]2[C:11]3[N:16]([CH:17]([C:19]([CH3:24])([CH3:23])[CH2:20][O:21][CH3:22])[CH2:18][C:9]=2[CH:8]=1)[CH:15]=[C:14]([C:25]([O:27]CC)=[O:26])[C:13](=[O:30])[CH:12]=3)[CH3:2].[Li+].[OH-].Cl, predict the reaction product. The product is: [CH2:1]([O:3][CH2:4][CH2:5][O:6][C:7]1[C:32]([O:33][CH3:34])=[CH:31][C:10]2[C:11]3[N:16]([CH:17]([C:19]([CH3:23])([CH3:24])[CH2:20][O:21][CH3:22])[CH2:18][C:9]=2[CH:8]=1)[CH:15]=[C:14]([C:25]([OH:27])=[O:26])[C:13](=[O:30])[CH:12]=3)[CH3:2]. (5) Given the reactants [Cl:1][C:2]1[CH:7]=[CH:6][C:5]([C:8]2[N:13]=[C:12]([S:14][CH3:15])[N:11]3[C:16](=[O:19])[NH:17][N:18]=[C:10]3[C:9]=2[C:20]2[CH:25]=[CH:24][CH:23]=[CH:22][CH:21]=2)=[CH:4][CH:3]=1.Cl[CH2:27][C:28]1[CH:29]=[CH:30][C:31]([C:34]([F:37])([F:36])[F:35])=[N:32][CH:33]=1.C([O-])([O-])=O.[K+].[K+], predict the reaction product. The product is: [Cl:1][C:2]1[CH:3]=[CH:4][C:5]([C:8]2[N:13]=[C:12]([S:14][CH3:15])[N:11]3[C:16](=[O:19])[N:17]([CH2:27][C:28]4[CH:33]=[N:32][C:31]([C:34]([F:37])([F:35])[F:36])=[CH:30][CH:29]=4)[N:18]=[C:10]3[C:9]=2[C:20]2[CH:21]=[CH:22][CH:23]=[CH:24][CH:25]=2)=[CH:6][CH:7]=1. (6) Given the reactants [OH:1][C:2]1[CH:7]=[CH:6][C:5]([S:8]([NH:11]CCN2C=CN=N2)(=[O:10])=[O:9])=[CH:4][CH:3]=1.C(=O)([O-])[O-].[Cs+].[Cs+].Cl[CH2:26][C:27]1[N:28]=[C:29]([CH:32]=[CH:33][C:34]2[CH:39]=[CH:38][C:37]([S:40]([F:45])([F:44])([F:43])([F:42])[F:41])=[CH:36][CH:35]=2)[O:30][CH:31]=1.[I-].[K+], predict the reaction product. The product is: [F:43][S:40]([F:41])([F:42])([F:44])([F:45])[C:37]1[CH:38]=[CH:39][C:34](/[CH:33]=[CH:32]/[C:29]2[O:30][CH:31]=[C:27]([CH2:26][O:1][C:2]3[CH:3]=[CH:4][C:5]([S:8]([NH2:11])(=[O:9])=[O:10])=[CH:6][CH:7]=3)[N:28]=2)=[CH:35][CH:36]=1.